Dataset: Catalyst prediction with 721,799 reactions and 888 catalyst types from USPTO. Task: Predict which catalyst facilitates the given reaction. (1) Reactant: Cl[C:2]1[C:11]([C:12]2[NH:16][N:15]=[N:14][N:13]=2)=[C:10]([C:17]2[CH:22]=[CH:21][CH:20]=[CH:19][CH:18]=2)[C:9]2[C:4](=[CH:5][CH:6]=[C:7]([C:23]([F:26])([F:25])[F:24])[CH:8]=2)[N:3]=1.[NH:27]1[CH2:32][CH2:31][CH2:30][CH2:29][CH2:28]1.C(N(CC)CC)C.Cl. Product: [C:17]1([C:10]2[C:9]3[C:4](=[CH:5][CH:6]=[C:7]([C:23]([F:26])([F:25])[F:24])[CH:8]=3)[N:3]=[C:2]([N:27]3[CH2:32][CH2:31][CH2:30][CH2:29][CH2:28]3)[C:11]=2[C:12]2[NH:16][N:15]=[N:14][N:13]=2)[CH:22]=[CH:21][CH:20]=[CH:19][CH:18]=1. The catalyst class is: 44. (2) Product: [O:32]=[C:26]1[CH:25]([N:18]2[CH2:17][C:16]3[C:20](=[CH:21][CH:22]=[CH:23][C:15]=3[CH2:14][NH:13][C:36](=[O:37])[CH2:35][CH2:34][CH3:33])[C:19]2=[O:24])[CH2:30][CH2:29][C:28](=[O:31])[NH:27]1. The catalyst class is: 10. Reactant: N12CCCN=C1CCCCC2.Cl.[NH2:13][CH2:14][C:15]1[CH:23]=[CH:22][CH:21]=[C:20]2[C:16]=1[CH2:17][N:18]([CH:25]1[CH2:30][CH2:29][C:28](=[O:31])[NH:27][C:26]1=[O:32])[C:19]2=[O:24].[CH3:33][CH2:34][CH2:35][C:36](Cl)=[O:37]. (3) Reactant: [Cl:1][C:2]1[CH:26]=[N:25][C:5]2=[N:6][C:7]([N:12]3[CH2:17][CH2:16][N:15]([C:18]([O:20][C:21]([CH3:24])([CH3:23])[CH3:22])=[O:19])[CH2:14][CH2:13]3)=[C:8]([NH:10][NH2:11])[N:9]=[C:4]2[CH:3]=1.[C:27](OC)(OC)(OC)[CH3:28]. Product: [Cl:1][C:2]1[CH:26]=[N:25][C:5]2[N:6]=[C:7]([N:12]3[CH2:13][CH2:14][N:15]([C:18]([O:20][C:21]([CH3:23])([CH3:22])[CH3:24])=[O:19])[CH2:16][CH2:17]3)[C:8]3[N:9]([C:27]([CH3:28])=[N:11][N:10]=3)[C:4]=2[CH:3]=1. The catalyst class is: 28. (4) Reactant: [CH3:1][O:2][C:3]1[CH:21]=[CH:20][C:6]([CH2:7][N:8]2[C:12]3[CH:13]=[N:14][C:15]([C:17](=O)[CH3:18])=[CH:16][C:11]=3[N:10]=[CH:9]2)=[CH:5][CH:4]=1.CC([O-])=O.[Na+].Cl.[NH2:28][OH:29]. Product: [CH3:1][O:2][C:3]1[CH:21]=[CH:20][C:6]([CH2:7][N:8]2[C:12]3[CH:13]=[N:14][C:15]([C:17](=[N:28][OH:29])[CH3:18])=[CH:16][C:11]=3[N:10]=[CH:9]2)=[CH:5][CH:4]=1. The catalyst class is: 5. (5) Reactant: [NH2:1][C:2]1[C:3]([NH:8][C:9]2[CH:10]=[C:11]([C:15]3[CH:20]=[CH:19][CH:18]=[CH:17][CH:16]=3)[CH:12]=[CH:13][CH:14]=2)=[N:4][CH:5]=[CH:6][CH:7]=1.[CH3:21][CH:22]([CH3:29])[CH2:23][C:24](=O)[C:25](O)=[O:26].C(OCC)(=O)C.C(=O)(O)[O-].[Na+]. Product: [C:11]1([C:15]2[CH:16]=[CH:17][CH:18]=[CH:19][CH:20]=2)[CH:12]=[CH:13][CH:14]=[C:9]([N:8]2[C:25](=[O:26])[C:24]([CH2:23][CH:22]([CH3:29])[CH3:21])=[N:1][C:2]3[CH:7]=[CH:6][CH:5]=[N:4][C:3]2=3)[CH:10]=1. The catalyst class is: 8.